This data is from TCR-epitope binding with 47,182 pairs between 192 epitopes and 23,139 TCRs. The task is: Binary Classification. Given a T-cell receptor sequence (or CDR3 region) and an epitope sequence, predict whether binding occurs between them. (1) The epitope is YYRRATRRIR. The TCR CDR3 sequence is CASSQEYMTSGTYEQYF. Result: 1 (the TCR binds to the epitope). (2) The epitope is VLWAHGFEL. The TCR CDR3 sequence is CASSQAYEQYF. Result: 1 (the TCR binds to the epitope). (3) The epitope is KLGGALQAK. The TCR CDR3 sequence is CASSQDFGGTSTDTQYF. Result: 1 (the TCR binds to the epitope). (4) The epitope is SLVKPSFYV. The TCR CDR3 sequence is CSVRTGGLGANVLTF. Result: 0 (the TCR does not bind to the epitope).